This data is from Full USPTO retrosynthesis dataset with 1.9M reactions from patents (1976-2016). The task is: Predict the reactants needed to synthesize the given product. (1) Given the product [CH2:5]([NH2:8])[CH3:4].[CH2:15]([NH:17][C:2]1[CH:7]=[CH:6][C:5]([N+:8]([O-:10])=[O:9])=[CH:4][C:3]=1[CH2:11][C:12]([OH:14])=[O:13])[CH3:16], predict the reactants needed to synthesize it. The reactants are: F[C:2]1[CH:7]=[CH:6][C:5]([N+:8]([O-:10])=[O:9])=[CH:4][C:3]=1[CH2:11][C:12]([OH:14])=[O:13].[CH2:15]([NH2:17])[CH3:16]. (2) Given the product [OH:22][C:12]1[C:11]([NH:10][C:5]2[C:6](=[O:9])[C:7](=[O:8])[C:4]=2[NH:35][CH:29]([C:27]2[O:28][C:24]([CH3:23])=[CH:25][CH:26]=2)[CH:30]2[CH2:34][CH2:33][CH2:32][S:31]2)=[CH:21][CH:20]=[CH:19][C:13]=1[C:14]([N:16]([CH3:17])[CH3:18])=[O:15], predict the reactants needed to synthesize it. The reactants are: C(O[C:4]1[C:7](=[O:8])[C:6](=[O:9])[C:5]=1[NH:10][C:11]1[C:12]([OH:22])=[C:13]([CH:19]=[CH:20][CH:21]=1)[C:14]([N:16]([CH3:18])[CH3:17])=[O:15])C.[CH3:23][C:24]1[O:28][C:27]([CH:29]([NH2:35])[CH:30]2[CH2:34][CH2:33][CH2:32][S:31]2)=[CH:26][CH:25]=1. (3) Given the product [O:34]1[CH:35]=[CH:36][CH:37]=[C:33]1[C:30]1[S:29][C:28]([CH2:27][C:21]2[CH:20]=[C:19]([C@H:8]3[C@H:9]([OH:15])[C@@H:10]([OH:11])[C@H:5]([OH:4])[C@@H:6]([CH2:38][OH:39])[O:7]3)[CH:24]=[CH:23][C:22]=2[C:25]#[N:26])=[N:32][CH:31]=1, predict the reactants needed to synthesize it. The reactants are: C([O:4][C@H:5]1[C@H:10]([O:11]C(=O)C)[C@@H:9]([O:15]C(=O)C)[C@H:8]([C:19]2[CH:24]=[CH:23][C:22]([C:25]#[N:26])=[C:21]([CH2:27][C:28]3[S:29][C:30]([C:33]4[O:34][CH:35]=[CH:36][CH:37]=4)=[CH:31][N:32]=3)[CH:20]=2)[O:7][C@@H:6]1[CH2:38][O:39]C(=O)C)(=O)C.C[O-].[Na+].C(O)(=O)C. (4) Given the product [NH2:40][C:15]1[N:16]=[CH:17][N:18]=[C:19]2[C:14]=1[N:13]=[C:12]([S:11][C:3]1[C:2]([I:1])=[CH:10][C:6]3[O:7][CH2:8][O:9][C:5]=3[CH:4]=1)[N:20]2[CH2:31][CH2:30][S:27]([NH:26][C:22]([CH3:25])([CH3:24])[CH3:23])(=[O:29])=[O:28], predict the reactants needed to synthesize it. The reactants are: [I:1][C:2]1[C:3]([S:11][C:12]2[N:20]=[C:19]3[C:15]([N:16]=[CH:17][NH:18]3)=[C:14](N)[N:13]=2)=[CH:4][C:5]2[O:9][CH2:8][O:7][C:6]=2[CH:10]=1.[C:22]([NH:26][S:27]([CH2:30][CH2:31]Cl)(=[O:29])=[O:28])([CH3:25])([CH3:24])[CH3:23].C([O-])([O-])=O.[Cs+].[Cs+].C[N:40](C=O)C. (5) Given the product [CH3:30][O:29][C:28](=[O:31])[NH:27][C@@H:22]([C:23]([CH3:26])([CH3:25])[CH3:24])[C:20](=[O:21])[NH:19][C@H:5]([CH2:6][C:7]1[CH:12]=[CH:11][C:10]([C:13]2[CH:18]=[CH:17][CH:16]=[CH:15][N:14]=2)=[CH:9][CH:8]=1)[CH2:4][C@H:3]([OH:32])[C@H:2]([CH2:33][C:34]1[CH:35]=[CH:36][CH:37]=[CH:38][CH:39]=1)[NH:1][C:46](=[O:47])[C@H:45]([C:49]([CH3:51])([CH3:50])[CH3:52])[NH:44][C:42](=[O:43])[O:41][CH3:40], predict the reactants needed to synthesize it. The reactants are: [NH2:1][C@@H:2]([CH2:33][C:34]1[CH:39]=[CH:38][CH:37]=[CH:36][CH:35]=1)[C@@H:3]([OH:32])[CH2:4][C@H:5]([NH:19][C:20]([C@@H:22]([NH:27][C:28](=[O:31])[O:29][CH3:30])[C:23]([CH3:26])([CH3:25])[CH3:24])=[O:21])[CH2:6][C:7]1[CH:12]=[CH:11][C:10]([C:13]2[CH:18]=[CH:17][CH:16]=[CH:15][N:14]=2)=[CH:9][CH:8]=1.[CH3:40][O:41][C:42]([NH:44][C@@H:45]([C:49]([CH3:52])([CH3:51])[CH3:50])[C:46](O)=[O:47])=[O:43].CCOP(ON1N=NC2C=CC=CC=2C1=O)(OCC)=O.C(N(CC)C(C)C)(C)C. (6) Given the product [C:30]([OH:34])(=[O:33])[CH2:31][OH:32].[CH2:12]([C:11]1[CH:10]=[C:9]2[C:5](=[CH:4][C:3]=1[CH2:1][CH3:2])[CH2:6][CH:7]([NH:14][CH2:15][C@@H:16]([C:18]1[CH:27]=[CH:26][C:25]([OH:28])=[C:24]3[C:19]=1[CH:20]=[CH:21][C:22](=[O:29])[NH:23]3)[OH:17])[CH2:8]2)[CH3:13], predict the reactants needed to synthesize it. The reactants are: [CH2:1]([C:3]1[CH:4]=[C:5]2[C:9](=[CH:10][C:11]=1[CH2:12][CH3:13])[CH2:8][CH:7]([NH:14][CH2:15][C@@H:16]([C:18]1[CH:27]=[CH:26][C:25]([OH:28])=[C:24]3[C:19]=1[CH:20]=[CH:21][C:22](=[O:29])[NH:23]3)[OH:17])[CH2:6]2)[CH3:2].[C:30]([OH:34])(=[O:33])[CH2:31][OH:32]. (7) Given the product [C:1]([C:5]1[CH:9]=[C:8]([NH:10][C:11]([NH:13][C:14]2[C:23]3[C:18](=[CH:19][CH:20]=[CH:21][CH:22]=3)[C:17]([O:24][C:25]3[CH:30]=[CH:29][N:28]=[C:27]([NH:44][C:43]4[CH:45]=[C:46]([O:48][CH2:49][CH2:50][O:51][CH2:52][CH2:53][O:54][CH2:55][CH2:56][O:57][CH3:58])[CH:47]=[C:41]([C:39]#[CH:40])[CH:42]=4)[N:26]=3)=[CH:16][CH:15]=2)=[O:12])[N:7]([C:32]2[CH:37]=[CH:36][C:35]([CH3:38])=[CH:34][CH:33]=2)[N:6]=1)([CH3:4])([CH3:3])[CH3:2], predict the reactants needed to synthesize it. The reactants are: [C:1]([C:5]1[CH:9]=[C:8]([NH:10][C:11]([NH:13][C:14]2[C:23]3[C:18](=[CH:19][CH:20]=[CH:21][CH:22]=3)[C:17]([O:24][C:25]3[CH:30]=[CH:29][N:28]=[C:27](Cl)[N:26]=3)=[CH:16][CH:15]=2)=[O:12])[N:7]([C:32]2[CH:37]=[CH:36][C:35]([CH3:38])=[CH:34][CH:33]=2)[N:6]=1)([CH3:4])([CH3:3])[CH3:2].[C:39]([C:41]1[CH:42]=[C:43]([CH:45]=[C:46]([O:48][CH2:49][CH2:50][O:51][CH2:52][CH2:53][O:54][CH2:55][CH2:56][O:57][CH3:58])[CH:47]=1)[NH2:44])#[CH:40].C([O-])(O)=O.[Na+]. (8) Given the product [CH:5]1[CH:7]=[CH:9][C:13]([CH2:14][O:1][CH:2]2[O:10][CH:9]([CH2:11][OH:12])[CH:7]([OH:8])[CH:5]([OH:6])[CH:3]2[OH:4])=[CH:2][CH:3]=1, predict the reactants needed to synthesize it. The reactants are: [O:1]=[CH:2][C@H:3]([C@H:5]([C@@H:7]([C@@H:9]([CH2:11][OH:12])[OH:10])[OH:8])[OH:6])[OH:4].[C:13](Cl)(=O)[CH3:14]. (9) Given the product [CH3:17][S:16][C:12]1[CH:11]=[C:10]([C:3](=[N:2][O:1][CH2:19][C:20]2[N:21]=[C:22]([NH2:25])[S:23][CH:24]=2)[C:4]2[N:8]([CH3:9])[N:7]=[N:6][N:5]=2)[CH:15]=[CH:14][CH:13]=1, predict the reactants needed to synthesize it. The reactants are: [OH:1][N:2]=[C:3]([C:10]1[CH:15]=[CH:14][CH:13]=[C:12]([S:16][CH3:17])[CH:11]=1)[C:4]1[N:8]([CH3:9])[N:7]=[N:6][N:5]=1.Cl[CH2:19][C:20]1[N:21]=[C:22]([NH2:25])[S:23][CH:24]=1.C(=O)([O-])[O-].[Cs+].[Cs+].[I-].[K+].